This data is from Full USPTO retrosynthesis dataset with 1.9M reactions from patents (1976-2016). The task is: Predict the reactants needed to synthesize the given product. (1) The reactants are: [Cl:1][C:2]1[N:11]=[CH:10][C:9]2[NH:8][C:7](=[O:12])[CH:6]3[CH2:13][O:14][CH2:15][CH2:16][N:5]3[C:4]=2[N:3]=1.[H-].[Na+].FC(F)(F)S(O[CH2:25][C:26]([F:29])([F:28])[F:27])(=O)=O.O. Given the product [Cl:1][C:2]1[N:11]=[CH:10][C:9]2[N:8]([CH2:25][C:26]([F:29])([F:28])[F:27])[C:7](=[O:12])[CH:6]3[CH2:13][O:14][CH2:15][CH2:16][N:5]3[C:4]=2[N:3]=1, predict the reactants needed to synthesize it. (2) Given the product [CH3:25][C:26]1([NH:30][C:21]([C:18]2[CH:17]=[N:16][C:15]([O:14][CH2:13][C:12]3[N:8]([C:5]4[CH:4]=[CH:3][C:2]([F:1])=[CH:7][CH:6]=4)[N:9]=[N:10][C:11]=3[CH3:24])=[CH:20][N:19]=2)=[O:23])[CH2:29][O:28][CH2:27]1, predict the reactants needed to synthesize it. The reactants are: [F:1][C:2]1[CH:7]=[CH:6][C:5]([N:8]2[C:12]([CH2:13][O:14][C:15]3[N:16]=[CH:17][C:18]([C:21]([OH:23])=O)=[N:19][CH:20]=3)=[C:11]([CH3:24])[N:10]=[N:9]2)=[CH:4][CH:3]=1.[CH3:25][C:26]1([NH2:30])[CH2:29][O:28][CH2:27]1. (3) Given the product [CH2:1]([N:5]1[CH2:10][CH2:9][N:8]([CH:11]([C:16]2[CH:21]=[CH:20][CH:19]=[CH:18][CH:17]=2)[C:12]([OH:14])=[O:13])[C:7](=[O:22])[C:6]1=[O:23])[CH2:2][CH2:3][CH3:4], predict the reactants needed to synthesize it. The reactants are: [CH2:1]([N:5]1[CH2:10][CH2:9][N:8]([CH:11]([C:16]2[CH:21]=[CH:20][CH:19]=[CH:18][CH:17]=2)[C:12]([O:14]C)=[O:13])[C:7](=[O:22])[C:6]1=[O:23])[CH2:2][CH2:3][CH3:4].[Li+].[OH-].Cl. (4) Given the product [NH2:10][C:9]1[C:5]([C:3]([N:2]([CH3:14])[CH3:1])=[O:4])=[N:6][N:7]([CH3:13])[CH:8]=1, predict the reactants needed to synthesize it. The reactants are: [CH3:1][N:2]([CH3:14])[C:3]([C:5]1[C:9]([N+:10]([O-])=O)=[CH:8][N:7]([CH3:13])[N:6]=1)=[O:4].